This data is from Peptide-MHC class I binding affinity with 185,985 pairs from IEDB/IMGT. The task is: Regression. Given a peptide amino acid sequence and an MHC pseudo amino acid sequence, predict their binding affinity value. This is MHC class I binding data. (1) The peptide sequence is IRFLKTFGW. The MHC is Mamu-B17 with pseudo-sequence Mamu-B17. The binding affinity (normalized) is 0.777. (2) The peptide sequence is GLVECNNHY. The MHC is HLA-B15:01 with pseudo-sequence HLA-B15:01. The binding affinity (normalized) is 0.519. (3) The peptide sequence is YLINPNILY. The MHC is HLA-A33:01 with pseudo-sequence HLA-A33:01. The binding affinity (normalized) is 0.00950. (4) The peptide sequence is MPSACANGW. The MHC is Mamu-B17 with pseudo-sequence Mamu-B17. The binding affinity (normalized) is 0.854. (5) The peptide sequence is RPQLWRYRW. The MHC is HLA-B08:02 with pseudo-sequence HLA-B08:02. The binding affinity (normalized) is 0.391. (6) The peptide sequence is NHINVELST. The MHC is HLA-B38:01 with pseudo-sequence HLA-B38:01. The binding affinity (normalized) is 0.0564. (7) The peptide sequence is HSNASTLLY. The MHC is BoLA-T2a with pseudo-sequence BoLA-T2a. The binding affinity (normalized) is 0.0641. (8) The peptide sequence is VILNYIPVL. The MHC is HLA-B39:01 with pseudo-sequence HLA-B39:01. The binding affinity (normalized) is 0.0847. (9) The peptide sequence is DTFGVIDTM. The MHC is HLA-B07:02 with pseudo-sequence HLA-B07:02. The binding affinity (normalized) is 0.0847.